This data is from Full USPTO retrosynthesis dataset with 1.9M reactions from patents (1976-2016). The task is: Predict the reactants needed to synthesize the given product. (1) Given the product [S:1]1[CH:5]=[CH:4][N:3]=[C:2]1[C:6]1[CH:11]=[CH:10][CH:9]=[CH:8][C:7]=1[CH2:12][N:18]1[C:14](=[O:24])[C:15]2[C:16](=[CH:20][CH:21]=[CH:22][CH:23]=2)[C:17]1=[O:19], predict the reactants needed to synthesize it. The reactants are: [S:1]1[CH:5]=[CH:4][N:3]=[C:2]1[C:6]1[CH:11]=[CH:10][CH:9]=[CH:8][C:7]=1[CH2:12]O.[C:14]1(=[O:24])[NH:18][C:17](=[O:19])[C:16]2=[CH:20][CH:21]=[CH:22][CH:23]=[C:15]12.C1(P(C2C=CC=CC=2)C2C=CC=CC=2)C=CC=CC=1.N(C(OC(C)C)=O)=NC(OC(C)C)=O. (2) The reactants are: Cl[C:2]1[CH:3]=[C:4]([CH:17]=[CH:18][C:19]=1Cl)[CH2:5][NH:6][C:7]([NH:9][C:10]1[S:11][CH:12]=[C:13]([CH2:15][Cl:16])[N:14]=1)=[O:8].Cl.ClCC1N=C(N)SC=1.[F:30]C1C=C(C=CC=1)CN=C=O. Given the product [Cl:16][CH2:15][C:13]1[N:14]=[C:10]([NH:9][C:7]([NH:6][CH2:5][C:4]2[CH:17]=[CH:18][CH:19]=[C:2]([F:30])[CH:3]=2)=[O:8])[S:11][CH:12]=1, predict the reactants needed to synthesize it. (3) Given the product [Br:19][C:20]1[CH:29]=[C:28]2[C:23]([CH:24]=[C:25]([S:30]([CH2:33][CH2:34][C:35]([N:39]([CH3:38])[CH:40]3[CH2:41][CH2:42][N:43]([C:46]4[CH:47]=[CH:48][N:49]=[CH:50][CH:51]=4)[CH2:44][CH2:45]3)=[O:37])(=[O:31])=[O:32])[CH2:26][O:27]2)=[CH:22][CH:21]=1, predict the reactants needed to synthesize it. The reactants are: C[N+]1(C2N=C(OC)N=C(OC)N=2)CCOCC1.[Cl-].[Br:19][C:20]1[CH:29]=[C:28]2[C:23]([CH:24]=[C:25]([S:30]([CH2:33][CH2:34][C:35]([OH:37])=O)(=[O:32])=[O:31])[CH2:26][O:27]2)=[CH:22][CH:21]=1.[CH3:38][NH:39][CH:40]1[CH2:45][CH2:44][N:43]([C:46]2[CH:51]=[CH:50][N:49]=[CH:48][CH:47]=2)[CH2:42][CH2:41]1. (4) Given the product [CH3:1][O:2][C:3]1[CH:8]=[CH:7][C:6]([CH2:9][CH:10]([C:14]2[CH:19]=[CH:18][CH:17]=[CH:16][CH:15]=2)[C:11]([Cl:22])=[O:12])=[CH:5][CH:4]=1, predict the reactants needed to synthesize it. The reactants are: [CH3:1][O:2][C:3]1[CH:8]=[CH:7][C:6]([CH2:9][CH:10]([C:14]2[CH:19]=[CH:18][CH:17]=[CH:16][CH:15]=2)[C:11](O)=[O:12])=[CH:5][CH:4]=1.S(Cl)([Cl:22])=O. (5) Given the product [S:1]1[CH:5]=[CH:4][CH:3]=[C:2]1[C:6]1[CH:11]=[CH:10][N:9]=[C:8]2[N:12]([C@@H:15]3[O:21][C@H:20]([CH2:22][O:23][C:30]([C:39]4[CH:44]=[CH:43][CH:42]=[CH:41][CH:40]=4)([C:31]4[CH:36]=[CH:35][C:34]([O:37][CH3:38])=[CH:33][CH:32]=4)[C:29]4[CH:28]=[CH:27][C:26]([O:25][CH3:24])=[CH:47][CH:46]=4)[C@@H:18]([OH:19])[C@H:16]3[OH:17])[CH:13]=[N:14][C:7]=12, predict the reactants needed to synthesize it. The reactants are: [S:1]1[CH:5]=[CH:4][CH:3]=[C:2]1[C:6]1[CH:11]=[CH:10][N:9]=[C:8]2[N:12]([C@@H:15]3[O:21][C@H:20]([CH2:22][OH:23])[C@@H:18]([OH:19])[C@H:16]3[OH:17])[CH:13]=[N:14][C:7]=12.[CH3:24][O:25][C:26]1[CH:47]=[CH:46][C:29]([C:30](Cl)([C:39]2[CH:44]=[CH:43][CH:42]=[CH:41][CH:40]=2)[C:31]2[CH:36]=[CH:35][C:34]([O:37][CH3:38])=[CH:33][CH:32]=2)=[CH:28][CH:27]=1.C([O-])(O)=O.[Na+]. (6) Given the product [CH2:28]([NH:2][C@@H:3]1[CH2:7][CH2:6][N:5]([S:8]([C:11]2[C:12]3[C:13]([Br:21])=[CH:14][N:15]=[CH:16][C:17]=3[CH:18]=[CH:19][CH:20]=2)(=[O:10])=[O:9])[CH2:4]1)[CH:24]=[CH2:25], predict the reactants needed to synthesize it. The reactants are: Cl.[NH2:2][C@@H:3]1[CH2:7][CH2:6][N:5]([S:8]([C:11]2[C:12]3[C:13]([Br:21])=[CH:14][N:15]=[CH:16][C:17]=3[CH:18]=[CH:19][CH:20]=2)(=[O:10])=[O:9])[CH2:4]1.Cl.N[C@H:24]1[CH2:28]CN(S(C2C3C(Br)=CN=CC=3C=CC=2)(=O)=O)[CH2:25]1. (7) Given the product [OH:35][CH2:34][CH2:33][CH2:32][O:36][C@H:11]1[CH2:28][CH2:27][C@@:26]2([CH3:29])[C:13](=[CH:14][CH2:15][C@@H:16]3[C@@H:25]2[CH2:24][CH2:23][C@@:21]2([CH3:22])[C@H:17]3[CH2:18][CH2:19][C:20]2=[O:30])[CH2:12]1, predict the reactants needed to synthesize it. The reactants are: C1(C)C=CC(S(O[C@H:11]2[CH2:28][CH2:27][C@@:26]3([CH3:29])[C:13](=[CH:14][CH2:15][C@@H:16]4[C@@H:25]3[CH2:24][CH2:23][C@@:21]3([CH3:22])[C@H:17]4[CH2:18][CH2:19][C:20]3=[O:30])[CH2:12]2)(=O)=O)=CC=1.[CH2:32]([OH:36])[CH2:33][CH2:34][OH:35].CC1C=CC(S(O)(=O)=O)=CC=1.C([O-])(O)=O.[Na+]. (8) The reactants are: [CH3:1][C:2]1[CH:3]=[C:4]([OH:9])[CH:5]=[C:6]([OH:8])[CH:7]=1.Br[CH2:11][CH:12]([CH3:14])[CH3:13].C([O-])([O-])=O.[K+].[K+].O. Given the product [CH2:11]([O:8][C:6]1[CH:5]=[C:4]([OH:9])[CH:3]=[C:2]([CH3:1])[CH:7]=1)[CH:12]([CH3:14])[CH3:13], predict the reactants needed to synthesize it.